Dataset: Forward reaction prediction with 1.9M reactions from USPTO patents (1976-2016). Task: Predict the product of the given reaction. (1) Given the reactants [C:1]([OH:20])(=O)[CH2:2][CH2:3][CH2:4][CH2:5][CH2:6][CH2:7][CH2:8]/[CH:9]=[CH:10]\[CH2:11][CH2:12][CH2:13][CH2:14][CH2:15][CH2:16][CH2:17][CH3:18].[NH2:21][C:22]1[CH:27]=[CH:26][N:25]=[CH:24][CH:23]=1.C1CCC(N=C=NC2CCCCC2)CC1, predict the reaction product. The product is: [N:25]1[CH:26]=[CH:27][C:22]([NH:21][C:1](=[O:20])[CH2:2][CH2:3][CH2:4][CH2:5][CH2:6][CH2:7][CH2:8]/[CH:9]=[CH:10]\[CH2:11][CH2:12][CH2:13][CH2:14][CH2:15][CH2:16][CH2:17][CH3:18])=[CH:23][CH:24]=1. (2) The product is: [CH:30]1([N:15]([CH2:14][CH2:13][CH2:12][C:5]2[C:4]3[C:8](=[C:9]([F:11])[CH:10]=[C:2]([F:1])[CH:3]=3)[NH:7][CH:6]=2)[CH:16]2[CH2:25][C:24]3[C:23]([C:26]([O:28][CH3:29])=[O:27])=[CH:22][CH:21]=[CH:20][C:19]=3[O:18][CH2:17]2)[CH2:33][CH2:32][CH2:31]1. Given the reactants [F:1][C:2]1[CH:3]=[C:4]2[C:8](=[C:9]([F:11])[CH:10]=1)[NH:7][CH:6]=[C:5]2[CH2:12][CH2:13][CH2:14][NH:15][CH:16]1[CH2:25][C:24]2[C:23]([C:26]([O:28][CH3:29])=[O:27])=[CH:22][CH:21]=[CH:20][C:19]=2[O:18][CH2:17]1.[C:30]1(=O)[CH2:33][CH2:32][CH2:31]1.C(O)(=O)C.C([BH3-])#N.[Na+], predict the reaction product. (3) Given the reactants [Br:1][C:2]([CH3:23])([CH3:22])[C:3]([O:5][C:6]1[CH:7]=[C:8]([CH:12]=[C:13]([O:15][C:16](=[O:21])[C:17]([Br:20])([CH3:19])[CH3:18])[CH:14]=1)[C:9](O)=[O:10])=[O:4].S(Cl)([Cl:26])=O, predict the reaction product. The product is: [Br:1][C:2]([CH3:23])([CH3:22])[C:3]([O:5][C:6]1[CH:7]=[C:8]([CH:12]=[C:13]([O:15][C:16](=[O:21])[C:17]([Br:20])([CH3:19])[CH3:18])[CH:14]=1)[C:9]([Cl:26])=[O:10])=[O:4]. (4) Given the reactants CC(OI1(OC(C)=O)(OC(C)=O)OC(=O)C2C=CC=CC1=2)=O.[CH3:23][N:24]1[C:28]([CH:29]([C:31]2[CH:36]=[CH:35][C:34]([O:37][CH:38]3[CH2:43][CH2:42][CH2:41][CH2:40][O:39]3)=[CH:33][CH:32]=2)[OH:30])=[CH:27][N:26]=[CH:25]1, predict the reaction product. The product is: [CH3:23][N:24]1[C:28]([C:29]([C:31]2[CH:32]=[CH:33][C:34]([O:37][CH:38]3[CH2:43][CH2:42][CH2:41][CH2:40][O:39]3)=[CH:35][CH:36]=2)=[O:30])=[CH:27][N:26]=[CH:25]1. (5) Given the reactants [O:1]1[CH2:7][CH2:6][CH2:5][N:4]([CH2:8][CH2:9][NH2:10])[CH2:3][CH2:2]1.C(#N)CO.CCOCC, predict the reaction product. The product is: [O:1]1[CH2:7][CH2:6][CH2:5][N:4]([CH2:8][C:9]#[N:10])[CH2:3][CH2:2]1. (6) Given the reactants B.CO[B:4](OC)[C:5]1[C:10]([CH3:11])=[CH:9][C:8]([CH3:12])=[CH:7][C:6]=1[CH3:13].Br[C:17]1[S:18][C:19](Br)=[CH:20][N:21]=1.[Mg], predict the reaction product. The product is: [S:18]1[CH:19]=[CH:20][N:21]=[CH:17]1.[C:6]1([CH3:13])[CH:7]=[C:8]([CH3:12])[CH:9]=[C:10]([CH3:11])[C:5]=1[BH2:4].